From a dataset of Reaction yield outcomes from USPTO patents with 853,638 reactions. Predict the reaction yield, written as a fraction of the theoretical maximum amount of product (1.0 means a 100% yield; for example, 0.34 means a 34% yield). (1) The reactants are N1C=CC=CC=1.[C:7]([N:10]1[C:19]2[C:14](=[CH:15][C:16]([C:21]3[CH:22]=[N:23][N:24]([CH:26]4[CH2:28][CH2:27]4)[CH:25]=3)=[C:17]([NH2:20])[CH:18]=2)[N:13]([C:29]([O:31][CH:32]([CH3:34])[CH3:33])=[O:30])[CH2:12][C@@H:11]1[CH3:35])(=[O:9])[CH3:8].[CH3:36][S:37](Cl)(=[O:39])=[O:38]. The catalyst is O1CCOCC1. The product is [C:7]([N:10]1[C:19]2[C:14](=[CH:15][C:16]([C:21]3[CH:22]=[N:23][N:24]([CH:26]4[CH2:28][CH2:27]4)[CH:25]=3)=[C:17]([NH:20][S:37]([CH3:36])(=[O:39])=[O:38])[CH:18]=2)[N:13]([C:29]([O:31][CH:32]([CH3:34])[CH3:33])=[O:30])[CH2:12][C@@H:11]1[CH3:35])(=[O:9])[CH3:8]. The yield is 0.730. (2) The reactants are C(N(C(C)C)CC)(C)C.Cl.[S:11]1[CH:15]=[CH:14][C:13]([CH2:16][CH2:17][NH2:18])=[CH:12]1.Cl[C:20]([O:22][CH2:23][CH3:24])=[O:21]. The catalyst is ClCCl. The product is [CH2:23]([O:22][C:20](=[O:21])[NH:18][CH2:17][CH2:16][C:13]1[CH:14]=[CH:15][S:11][CH:12]=1)[CH3:24]. The yield is 0.600. (3) The catalyst is ClCCl. The yield is 0.550. The reactants are C(OC([N:8]1[CH2:13][CH2:12][CH:11]([C:14](=[O:25])[C:15]2[CH:20]=[CH:19][CH:18]=[CH:17][C:16]=2[C:21]([F:24])([F:23])[F:22])[CH2:10][CH2:9]1)=O)(C)(C)C.FC(F)(F)C(O)=O. The product is [NH:8]1[CH2:9][CH2:10][CH:11]([C:14]([C:15]2[CH:20]=[CH:19][CH:18]=[CH:17][C:16]=2[C:21]([F:22])([F:23])[F:24])=[O:25])[CH2:12][CH2:13]1. (4) The reactants are P(Cl)(Cl)(Cl)(Cl)Cl.[CH3:7][O:8][C:9]1[C:17]([B:18]2[O:26][CH:25]3[C:20]([CH3:30])([CH:21]4[CH2:27][CH:23]([CH2:24]3)[C:22]4([CH3:29])[CH3:28])[O:19]2)=[CH:16][CH:15]=[CH:14][C:10]=1[C:11]([OH:13])=[O:12].[C:31](O)([CH3:34])([CH3:33])[CH3:32]. The catalyst is C1(C)C=CC=CC=1. The product is [C:31]([O:12][C:11](=[O:13])[C:10]1[CH:14]=[CH:15][CH:16]=[C:17]([B:18]2[O:26][CH:25]3[C:20]([CH3:30])([CH:21]4[CH2:27][CH:23]([CH2:24]3)[C:22]4([CH3:29])[CH3:28])[O:19]2)[C:9]=1[O:8][CH3:7])([CH3:34])([CH3:33])[CH3:32]. The yield is 0.670. (5) The reactants are [Br:1][C:2]1[CH:3]=[N:4][CH:5]=[C:6]([CH:10]=1)[C:7](O)=[O:8].O=S(Cl)[Cl:13]. No catalyst specified. The product is [Br:1][C:2]1[CH:3]=[N:4][CH:5]=[C:6]([CH:10]=1)[C:7]([Cl:13])=[O:8]. The yield is 0.950.